Predict the reactants needed to synthesize the given product. From a dataset of Full USPTO retrosynthesis dataset with 1.9M reactions from patents (1976-2016). (1) The reactants are: C[O:2][C:3](=[O:43])[C:4]1[CH:9]=[CH:8][C:7]([C:10]#[C:11][C:12]2[CH:17]=[C:16]([Cl:18])[C:15]([O:19][C:20]3[C:25]([C:26]([N:28]4[C:37]5[C:32](=[CH:33][CH:34]=[CH:35][CH:36]=5)[N:31]([CH:38]5[CH2:40][CH2:39]5)[CH2:30][CH2:29]4)=[O:27])=[CH:24][CH:23]=[CH:22][N:21]=3)=[CH:14][C:13]=2[Cl:41])=[CH:6][C:5]=1Cl.COC(=O)C1C=CC(C#CC2C=C(Cl)C(OC3C(C(N4C5C(=CC=CC=5)N(C5CC5)CC4)=O)=CC=CN=3)=CC=2Cl)=CC=1. Given the product [Cl:41][C:13]1[CH:14]=[C:15]([O:19][C:20]2[C:25]([C:26]([N:28]3[C:37]4[C:32](=[CH:33][CH:34]=[CH:35][CH:36]=4)[N:31]([CH:38]4[CH2:40][CH2:39]4)[CH2:30][CH2:29]3)=[O:27])=[CH:24][CH:23]=[CH:22][N:21]=2)[C:16]([Cl:18])=[CH:17][C:12]=1[CH2:11][CH2:10][C:7]1[CH:6]=[CH:5][C:4]([C:3]([OH:43])=[O:2])=[CH:9][CH:8]=1, predict the reactants needed to synthesize it. (2) Given the product [CH3:4][C:2]([C:5]1[C:10]([C:11]2[CH:16]=[C:15]([O:17][CH3:18])[CH:14]=[CH:13][C:12]=2[F:19])=[CH:9][C:8]([CH2:20][O:21][C:22]2[CH:27]=[CH:26][C:25]([C@H:28]([CH2:34][CH2:35][CH3:36])[CH2:29][C:30]([OH:32])=[O:31])=[CH:24][C:23]=2[CH3:37])=[CH:7][CH:6]=1)([CH3:1])[CH3:3], predict the reactants needed to synthesize it. The reactants are: [CH3:1][C:2]([C:5]1[C:10]([C:11]2[CH:16]=[C:15]([O:17][CH3:18])[CH:14]=[CH:13][C:12]=2[F:19])=[CH:9][C:8]([CH2:20][O:21][C:22]2[CH:27]=[CH:26][C:25]([C@H:28]([CH2:34][CH2:35][CH3:36])[CH2:29][C:30]([O:32]C)=[O:31])=[CH:24][C:23]=2[CH3:37])=[CH:7][CH:6]=1)([CH3:4])[CH3:3].[Li+].[OH-]. (3) Given the product [F:1][C:2]1[CH:3]=[C:4]([C:35]2[C:36]([C:41]#[N:42])=[CH:37][CH:38]=[CH:39][CH:40]=2)[CH:5]=[CH:6][C:7]=1[CH2:8][C:9]1[C:10](=[O:34])[N:11]([C@H:21]2[CH2:22][CH2:23][C@H:24]([O:25][C@H:26]3[C@@H:27]([OH:28])[CH2:29][O:30][CH2:31]3)[CH2:32][CH2:33]2)[C:12]2[N:13]([N:18]=[CH:19][N:20]=2)[C:14]=1[CH2:15][CH2:16][CH3:17], predict the reactants needed to synthesize it. The reactants are: [F:1][C:2]1[CH:3]=[C:4]([C:35]2[C:36]([C:41]#[N:42])=[CH:37][CH:38]=[CH:39][CH:40]=2)[CH:5]=[CH:6][C:7]=1[CH2:8][C:9]1[C:10](=[O:34])[N:11]([CH:21]2[CH2:33][CH2:32][C:24]3([O:28][C@H:27]4[CH2:29][O:30][CH2:31][C@H:26]4[O:25]3)[CH2:23][CH2:22]2)[C:12]2[N:13]([N:18]=[CH:19][N:20]=2)[C:14]=1[CH2:15][CH2:16][CH3:17].C([BH3-])#N.[Na+].O1CCCC1. (4) The reactants are: [BH4-].[Na+].[CH2:3]1[CH2:7][O:6][CH2:5][CH2:4]1.[Br:8][C:9]1[CH:14]=[CH:13]C=[CH:11][C:10]=1CCC(O)=O.B(F)(F)F.CCOCC. Given the product [Br:8][C:9]1[CH:14]=[CH:13][C:5]([CH2:4][CH2:3][CH2:7][OH:6])=[CH:11][CH:10]=1, predict the reactants needed to synthesize it. (5) Given the product [Br:1][C:2]1[CH:3]=[CH:4][C:5]([CH2:8]/[C:9](/[N+:10]([O-:12])=[O:11])=[CH:19]\[CH2:18][CH2:17][CH2:16][CH:15]=[O:14])=[CH:6][CH:7]=1, predict the reactants needed to synthesize it. The reactants are: [Br:1][C:2]1[CH:7]=[CH:6][C:5]([CH2:8][CH2:9][N+:10]([O-:12])=[O:11])=[CH:4][CH:3]=1.C[O:14][CH:15](OC)[CH2:16][CH2:17][CH2:18][CH:19]=O.